Dataset: Full USPTO retrosynthesis dataset with 1.9M reactions from patents (1976-2016). Task: Predict the reactants needed to synthesize the given product. (1) Given the product [CH3:32][O:36][C:22]1[CH:54]=[CH:24][C:23]([CH2:26][C:25]([N:8]2[CH2:7][CH2:6][C:5]3([CH2:4][N:3]([C:11]([O:13][C:14]([CH3:17])([CH3:16])[CH3:15])=[O:12])[CH2:2]3)[CH2:10][CH2:9]2)=[O:28])=[N:20][CH:21]=1, predict the reactants needed to synthesize it. The reactants are: Cl.[CH2:2]1[C:5]2([CH2:10][CH2:9][NH:8][CH2:7][CH2:6]2)[CH2:4][N:3]1[C:11]([O:13][C:14]([CH3:17])([CH3:16])[CH3:15])=[O:12].C([N:20]([CH2:23][CH3:24])[CH2:21][CH3:22])C.[C:25]([OH:28])(=O)[CH3:26].CN([C:32]([O:36]N1N=NC2C=CC=NC1=2)=[N+](C)C)C.F[P-](F)(F)(F)(F)F.Cl[CH2:54]Cl. (2) Given the product [O:13]1[CH2:18][CH2:17][CH:16]([O:1][C:2]2[CH:12]=[CH:11][C:5]([C:6]([O:8][CH3:9])=[O:7])=[CH:4][CH:3]=2)[CH2:15][CH2:14]1, predict the reactants needed to synthesize it. The reactants are: [OH:1][C:2]1[CH:12]=[CH:11][C:5]([C:6]([O:8][CH2:9]C)=[O:7])=[CH:4][CH:3]=1.[O:13]1[CH2:18][CH2:17][CH:16](O)[CH2:15][CH2:14]1.C1C=CC(P(C2C=CC=CC=2)C2C=CC=CC=2)=CC=1.CCOC(/N=N/C(OCC)=O)=O. (3) Given the product [F:1][C:2]1[CH:7]=[CH:6][C:5]([C:8]([F:9])([F:10])[F:11])=[CH:4][C:3]=1[C:12]1[CH:17]=[CH:16][N:15]=[C:14]([C:18]2[NH:20][O:21][C:22](=[O:23])[N:19]=2)[CH:13]=1, predict the reactants needed to synthesize it. The reactants are: [F:1][C:2]1[CH:7]=[CH:6][C:5]([C:8]([F:11])([F:10])[F:9])=[CH:4][C:3]=1[C:12]1[CH:17]=[CH:16][N:15]=[C:14]([C:18](=[N:20][OH:21])[NH2:19])[CH:13]=1.[C:22](N1C=CN=C1)(N1C=CN=C1)=[O:23].N12CCCN=C1CCCCC2.Cl. (4) Given the product [CH3:1][N:2]([CH3:27])[CH2:3][CH2:4][N:5]1[C:9]2[CH:10]=[CH:11][C:12]([S:14]([C@@H:17]3[CH2:21][CH2:20][N:19]([CH3:30])[CH2:18]3)(=[O:15])=[O:16])=[CH:13][C:8]=2[N:7]=[C:6]1[CH2:22][C:23]([CH3:24])([CH3:26])[CH3:25], predict the reactants needed to synthesize it. The reactants are: [CH3:1][N:2]([CH3:27])[CH2:3][CH2:4][N:5]1[C:9]2[CH:10]=[CH:11][C:12]([S:14]([C@@H:17]3[CH2:21][CH2:20][NH:19][CH2:18]3)(=[O:16])=[O:15])=[CH:13][C:8]=2[N:7]=[C:6]1[CH2:22][C:23]([CH3:26])([CH3:25])[CH3:24].C=O.[CH:30](O)=O. (5) Given the product [CH3:2][C:1]([CH3:4])([S:5]([NH:7][C:8]1([CH3:22])[CH2:13][CH2:12][CH:11]([NH:14][C:15](=[O:21])[O:16][C:17]([CH3:20])([CH3:19])[CH3:18])[CH2:10][CH2:9]1)=[O:6])[CH3:3], predict the reactants needed to synthesize it. The reactants are: [C:1]([S:5]([N:7]=[C:8]1[CH2:13][CH2:12][CH:11]([NH:14][C:15](=[O:21])[O:16][C:17]([CH3:20])([CH3:19])[CH3:18])[CH2:10][CH2:9]1)=[O:6])([CH3:4])([CH3:3])[CH3:2].[CH3:22][Al](C)C.[Li]C.COCOC. (6) Given the product [C:1]([C:5]1[N:13]=[C:12]2[C:8]([N:9]=[CH:10][N:11]2[CH2:18][C:19]2[N:23]([CH:24]3[CH2:26][CH2:25]3)[N:22]=[N:21][N:20]=2)=[C:7]([Cl:14])[N:6]=1)([CH3:4])([CH3:2])[CH3:3], predict the reactants needed to synthesize it. The reactants are: [C:1]([C:5]1[N:13]=[C:12]2[C:8]([N:9]=[CH:10][NH:11]2)=[C:7]([Cl:14])[N:6]=1)([CH3:4])([CH3:3])[CH3:2].[H-].[Na+].Cl[CH2:18][C:19]1[N:23]([CH:24]2[CH2:26][CH2:25]2)[N:22]=[N:21][N:20]=1. (7) The reactants are: O.O.O.[CH3:4][C@H:5]1[N:10]([CH2:11][C:12]([F:15])([F:14])[F:13])[C:9](=[O:16])[C@@H:8]([NH:17][C:18]([C:20]2[CH:21]=[C:22]3[CH2:37][C@@:27]4([C:35]5[C:30](=[N:31][CH:32]=[CH:33][CH:34]=5)[NH:29][C:28]4=[O:36])[CH2:26][C:23]3=[N:24][CH:25]=2)=[O:19])[CH2:7][C@H:6]1[C:38]1[CH:43]=[CH:42][CH:41]=[CH:40][CH:39]=1. Given the product [C:9](#[N:10])[CH3:8].[CH3:4][C@H:5]1[N:10]([CH2:11][C:12]([F:15])([F:13])[F:14])[C:9](=[O:16])[C@@H:8]([NH:17][C:18]([C:20]2[CH:21]=[C:22]3[CH2:37][C@@:27]4([C:35]5[C:30](=[N:31][CH:32]=[CH:33][CH:34]=5)[NH:29][C:28]4=[O:36])[CH2:26][C:23]3=[N:24][CH:25]=2)=[O:19])[CH2:7][C@H:6]1[C:38]1[CH:39]=[CH:40][CH:41]=[CH:42][CH:43]=1, predict the reactants needed to synthesize it. (8) Given the product [CH3:15][O:8][C:7]([C:3]1[CH:2]=[C:1]([CH3:10])[CH:6]=[CH:5][CH:4]=1)=[O:9], predict the reactants needed to synthesize it. The reactants are: [C:1]1([CH3:10])[CH:6]=[CH:5][CH:4]=[C:3]([C:7]([OH:9])=[O:8])[CH:2]=1.S(Cl)(Cl)=O.[C:15]([O-])(O)=O.[Na+].